From a dataset of Full USPTO retrosynthesis dataset with 1.9M reactions from patents (1976-2016). Predict the reactants needed to synthesize the given product. (1) Given the product [CH3:12][C:8]1[C:7]2[NH:13][CH2:2][CH2:3][CH2:4][O:5][C:6]=2[CH:11]=[CH:10][CH:9]=1, predict the reactants needed to synthesize it. The reactants are: Br[CH2:2][CH2:3][CH2:4][O:5][C:6]1[CH:11]=[CH:10][CH:9]=[C:8]([CH3:12])[C:7]=1[NH2:13].C(=O)([O-])[O-].[K+].[K+]. (2) Given the product [Cl:23][C:22]1[C:14]([N:11]2[CH2:12][CH2:13][CH:8]([C:6]([O:5][C:1]([CH3:4])([CH3:3])[CH3:2])=[O:7])[CH2:9][CH2:10]2)=[N:15][C:16]([CH2:24][N:25]2[CH2:29][CH2:28][CH2:27][C:26]2=[O:30])=[C:17]([C:18]([F:33])=[O:19])[CH:21]=1, predict the reactants needed to synthesize it. The reactants are: [C:1]([O:5][C:6]([CH:8]1[CH2:13][CH2:12][N:11]([C:14]2[C:22]([Cl:23])=[CH:21][C:17]([C:18](O)=[O:19])=[C:16]([CH2:24][N:25]3[CH2:29][CH2:28][CH2:27][C:26]3=[O:30])[N:15]=2)[CH2:10][CH2:9]1)=[O:7])([CH3:4])([CH3:3])[CH3:2].N1C(F)=NC(F)=NC=1[F:33].N1C=CC=CC=1. (3) Given the product [Br:1][C:2]1[CH:3]=[C:4]2[C:10]([C:11]3[CH:12]=[CH:13][C:14]([CH2:15][NH:17][C:41](=[O:43])[CH3:42])=[CH:18][CH:19]=3)=[CH:9][N:8]([S:20]([C:23]3[CH:28]=[CH:27][C:26]([CH3:29])=[CH:25][CH:24]=3)(=[O:21])=[O:22])[C:5]2=[N:6][CH:7]=1, predict the reactants needed to synthesize it. The reactants are: [Br:1][C:2]1[CH:3]=[C:4]2[C:10]([C:11]3[CH:19]=[CH:18][C:14]([C:15]([NH2:17])=O)=[CH:13][CH:12]=3)=[CH:9][N:8]([S:20]([C:23]3[CH:28]=[CH:27][C:26]([CH3:29])=[CH:25][CH:24]=3)(=[O:22])=[O:21])[C:5]2=[N:6][CH:7]=1.C(N(CC)CC)C.C(O[C:41](=[O:43])[CH3:42])(=O)C.CCOC(C)=O. (4) Given the product [CH2:1]([O:3][C:4]([C:6]1[C:11]([Cl:19])=[C:10]([N+:13]([O-:15])=[O:14])[C:9](=[O:16])[NH:8][CH:7]=1)=[O:5])[CH3:2], predict the reactants needed to synthesize it. The reactants are: [CH2:1]([O:3][C:4]([C:6]1[C:11](O)=[C:10]([N+:13]([O-:15])=[O:14])[C:9](=[O:16])[NH:8][CH:7]=1)=[O:5])[CH3:2].P(Cl)(Cl)([Cl:19])=O. (5) Given the product [Br:13][C:10]1[CH:9]=[CH:8][C:7]([CH2:6][CH:5]([C:14]2[CH:19]=[CH:18][C:17]([O:20][CH3:21])=[C:16]([N:22]([C:27](=[O:32])[C:28]([CH3:29])([CH3:31])[CH3:30])[CH2:23][CH:24]([CH3:26])[CH3:25])[CH:15]=2)[C:4]([OH:33])=[O:3])=[CH:12][CH:11]=1, predict the reactants needed to synthesize it. The reactants are: C([O:3][C:4](=[O:33])[CH:5]([C:14]1[CH:19]=[CH:18][C:17]([O:20][CH3:21])=[C:16]([N:22]([C:27](=[O:32])[C:28]([CH3:31])([CH3:30])[CH3:29])[CH2:23][CH:24]([CH3:26])[CH3:25])[CH:15]=1)[CH2:6][C:7]1[CH:12]=[CH:11][C:10]([Br:13])=[CH:9][CH:8]=1)C.[OH-].[Na+].